From a dataset of Forward reaction prediction with 1.9M reactions from USPTO patents (1976-2016). Predict the product of the given reaction. (1) Given the reactants C1C=C[NH+]=CC=1.[O-:7][Cr](Cl)(=O)=O.[CH3:12][S:13][C:14]1[CH:19]=[CH:18][C:17]([C:20]2(O)[CH2:24][CH2:23][CH:22]=[C:21]2[C:25]2[CH:30]=[CH:29][C:28]([F:31])=[CH:27][CH:26]=2)=[CH:16][CH:15]=1, predict the reaction product. The product is: [F:31][C:28]1[CH:29]=[CH:30][C:25]([C:21]2[C:22](=[O:7])[CH2:23][CH2:24][C:20]=2[C:17]2[CH:18]=[CH:19][C:14]([S:13][CH3:12])=[CH:15][CH:16]=2)=[CH:26][CH:27]=1. (2) The product is: [CH2:1]([N:8]1[C:20]2[CH:19]=[C:18]3[C:13]([CH:14]=[CH:15][N:16]=[C:17]3[CH:36]3[CH2:35][CH2:9][NH:8][CH2:1][CH2:2]3)=[CH:12][C:11]=2[CH2:10][CH2:9]1)[C:2]1[CH:7]=[CH:6][CH:5]=[CH:4][CH:3]=1. Given the reactants [CH2:1]([N:8]1[C:20]2[CH:19]=[C:18]3[C:13]([CH:14]=[CH:15][N:16]=[C:17]3C3CCCCN3C(OC(C)(C)C)=O)=[CH:12][C:11]=2[CH2:10][CH2:9]1)[C:2]1[CH:7]=[CH:6][CH:5]=[CH:4][CH:3]=1.F[C:35](F)(F)[C:36](O)=O, predict the reaction product. (3) Given the reactants [CH3:1][C:2]1[C:8]([CH3:9])=[CH:7][C:5]([NH2:6])=[C:4]([N+:10]([O-:12])=[O:11])[CH:3]=1.[H-].[Na+].CS(O[CH2:20][CH:21]1[CH2:26][CH2:25][CH2:24][CH2:23][N:22]1[CH2:27][C:28]1[CH:33]=[CH:32][CH:31]=[CH:30][CH:29]=1)(=O)=O, predict the reaction product. The product is: [CH2:27]([N:22]1[CH2:23][CH2:24][CH2:25][CH2:26][CH:21]1[CH2:20][NH:6][C:5]1[CH:7]=[C:8]([CH3:9])[C:2]([CH3:1])=[CH:3][C:4]=1[N+:10]([O-:12])=[O:11])[C:28]1[CH:33]=[CH:32][CH:31]=[CH:30][CH:29]=1. (4) Given the reactants [C:1]1([C@H:11]([NH:13][CH:14]2[CH2:17][CH:16]([C:18]([OH:20])=O)[CH2:15]2)[CH3:12])[C:10]2[C:5](=[CH:6][CH:7]=[CH:8][CH:9]=2)[CH:4]=[CH:3][CH:2]=1.[NH3:21], predict the reaction product. The product is: [C:1]1([C@H:11]([NH:13][CH:14]2[CH2:17][CH:16]([C:18]([NH2:21])=[O:20])[CH2:15]2)[CH3:12])[C:10]2[C:5](=[CH:6][CH:7]=[CH:8][CH:9]=2)[CH:4]=[CH:3][CH:2]=1. (5) Given the reactants [CH3:1][O:2][C:3]1[CH:4]=[C:5]([OH:13])[C:6](=[CH:11][CH:12]=1)[C:7]([O:9][CH3:10])=[O:8].Br[CH2:15][C:16]1[CH:36]=[CH:35][C:19]([O:20][CH2:21][CH2:22][C:23]2[N:24]=[C:25]([C:29]3[CH:34]=[CH:33][CH:32]=[CH:31][CH:30]=3)[O:26][C:27]=2[CH3:28])=[CH:18][CH:17]=1.C(=O)([O-])[O-].[K+].[K+], predict the reaction product. The product is: [CH3:10][O:9][C:7](=[O:8])[C:6]1[CH:11]=[CH:12][C:3]([O:2][CH3:1])=[CH:4][C:5]=1[O:13][CH2:15][C:16]1[CH:17]=[CH:18][C:19]([O:20][CH2:21][CH2:22][C:23]2[N:24]=[C:25]([C:29]3[CH:34]=[CH:33][CH:32]=[CH:31][CH:30]=3)[O:26][C:27]=2[CH3:28])=[CH:35][CH:36]=1. (6) Given the reactants [O:1]1[C@H:7]2[C@@H:2]1[CH2:3][C@@H:4]([C:8]([O:10][CH2:11][CH3:12])=[O:9])[CH2:5][CH2:6]2.[Cl-].[NH4+].[N-:15]=[N+:16]=[N-:17].[Na+], predict the reaction product. The product is: [N:15]([C@H:2]1[C@H:7]([OH:1])[CH2:6][CH2:5][C@H:4]([C:8]([O:10][CH2:11][CH3:12])=[O:9])[CH2:3]1)=[N+:16]=[N-:17].